From a dataset of Reaction yield outcomes from USPTO patents with 853,638 reactions. Predict the reaction yield, written as a fraction of the theoretical maximum amount of product (1.0 means a 100% yield; for example, 0.34 means a 34% yield). The reactants are [H][H].[N+:3]([CH2:6][CH:7]([CH2:12][CH:13]([CH3:15])[CH3:14])[CH2:8][C:9]([OH:11])=[O:10])([O-])=O. The catalyst is CO.[Pd]. The product is [CH3:15][CH:13]([CH2:12][C@H:7]([CH2:6][NH2:3])[CH2:8][C:9]([OH:11])=[O:10])[CH3:14]. The yield is 0.350.